This data is from Peptide-MHC class I binding affinity with 185,985 pairs from IEDB/IMGT. The task is: Regression. Given a peptide amino acid sequence and an MHC pseudo amino acid sequence, predict their binding affinity value. This is MHC class I binding data. (1) The peptide sequence is LISLNSMYTR. The MHC is HLA-A68:01 with pseudo-sequence HLA-A68:01. The binding affinity (normalized) is 0.662. (2) The peptide sequence is YTPSKLIEY. The MHC is Patr-B0101 with pseudo-sequence Patr-B0101. The binding affinity (normalized) is 0. (3) The peptide sequence is SMYGKAFNHA. The MHC is HLA-A68:02 with pseudo-sequence HLA-A68:02. The binding affinity (normalized) is 0.529. (4) The peptide sequence is DLSNSMRDF. The MHC is HLA-A02:01 with pseudo-sequence HLA-A02:01. The binding affinity (normalized) is 0.0847. (5) The MHC is HLA-B07:02 with pseudo-sequence HLA-B07:02. The binding affinity (normalized) is 0.350. The peptide sequence is TPLISFFGLF. (6) The peptide sequence is VVSYEAGEW. The MHC is HLA-A80:01 with pseudo-sequence HLA-A80:01. The binding affinity (normalized) is 0.0847. (7) The peptide sequence is VLQQIFHSS. The MHC is HLA-A80:01 with pseudo-sequence HLA-A80:01. The binding affinity (normalized) is 0.0847. (8) The peptide sequence is QLFIKDYRY. The MHC is HLA-A24:02 with pseudo-sequence HLA-A24:02. The binding affinity (normalized) is 0.0847. (9) The peptide sequence is NGIIRNLV. The MHC is H-2-Kb with pseudo-sequence H-2-Kb. The binding affinity (normalized) is 0.0735. (10) The peptide sequence is ITDFHERPV. The MHC is HLA-A01:01 with pseudo-sequence HLA-A01:01. The binding affinity (normalized) is 0.192.